From a dataset of Catalyst prediction with 721,799 reactions and 888 catalyst types from USPTO. Predict which catalyst facilitates the given reaction. (1) Reactant: [CH3:1][C:2]1[N:7]=[C:6]([S:8][CH3:9])[N:5]=[C:4]([NH:10][CH:11]2[CH2:15][CH2:14][O:13][CH2:12]2)[CH:3]=1.[I:16]Cl. Product: [I:16][C:3]1[C:4]([NH:10][CH:11]2[CH2:15][CH2:14][O:13][CH2:12]2)=[N:5][C:6]([S:8][CH3:9])=[N:7][C:2]=1[CH3:1]. The catalyst class is: 5. (2) Reactant: [Cl:1][C:2]1[N:7]=[C:6](Cl)[CH:5]=[CH:4][N:3]=1.[NH2:9][C:10]1[CH:11]=[C:12]([CH2:17][OH:18])[CH:13]=[CH:14][C:15]=1[F:16].CCN(C(C)C)C(C)C. Product: [Cl:1][C:2]1[N:7]=[C:6]([NH:9][C:10]2[CH:11]=[C:12]([CH2:17][OH:18])[CH:13]=[CH:14][C:15]=2[F:16])[CH:5]=[CH:4][N:3]=1. The catalyst class is: 51. (3) Reactant: [N+:1]([C:4]1[CH:9]=[CH:8][C:7]([C:10]([CH3:13])([CH3:12])[CH3:11])=[C:6]([N+:14]([O-:16])=[O:15])[CH:5]=1)([O-])=O.[S]. Product: [C:10]([C:7]1[CH:8]=[CH:9][C:4]([NH2:1])=[CH:5][C:6]=1[N+:14]([O-:16])=[O:15])([CH3:13])([CH3:11])[CH3:12]. The catalyst class is: 6. (4) The catalyst class is: 74. Reactant: [O:1]1[CH2:6][CH2:5][N:4]([C:7]2[N:8]=[CH:9][C:10]3[CH:16]=[C:15]([C:17]([O:19]C)=[O:18])[C:14](=[O:21])[NH:13][C:11]=3[N:12]=2)[CH2:3][CH2:2]1. Product: [O:1]1[CH2:2][CH2:3][N:4]([C:7]2[N:8]=[CH:9][C:10]3[CH:16]=[C:15]([C:17]([OH:19])=[O:18])[C:14](=[O:21])[NH:13][C:11]=3[N:12]=2)[CH2:5][CH2:6]1. (5) The catalyst class is: 3. Reactant: [F:1][C@@H:2]([CH3:24])[CH2:3][N:4]([C:14]1[CH:15]=[C:16]2[C:20](=[CH:21][C:22]=1[OH:23])[CH2:19][CH2:18][CH2:17]2)[S:5]([C:8]1[S:9][CH:10]=[C:11]([CH3:13])[N:12]=1)(=[O:7])=[O:6].Br[CH2:26][C:27]1[S:28][C:29]([C:32]([O:34][CH2:35][CH3:36])=[O:33])=[CH:30][N:31]=1.C(=O)([O-])[O-].[K+].[K+].O. Product: [F:1][C@@H:2]([CH3:24])[CH2:3][N:4]([S:5]([C:8]1[S:9][CH:10]=[C:11]([CH3:13])[N:12]=1)(=[O:7])=[O:6])[C:14]1[CH:15]=[C:16]2[C:20]([CH2:19][CH2:18][CH2:17]2)=[CH:21][C:22]=1[O:23][CH2:26][C:27]1[S:28][C:29]([C:32]([O:34][CH2:35][CH3:36])=[O:33])=[CH:30][N:31]=1. (6) Reactant: F.[Si]([O:9][C:10]1[CH:11]=[C:12]([CH:34]=[CH2:35])[C:13]2[O:17][C:16]([C:18]3[CH:23]=[CH:22][C:21]([O:24][Si](C(C)(C)C)(C)C)=[C:20]([F:32])[CH:19]=3)=[N:15][C:14]=2[CH:33]=1)(C(C)(C)C)(C)C.C1COCC1.C(#N)C. Product: [F:32][C:20]1[CH:19]=[C:18]([C:16]2[O:17][C:13]3[C:12]([CH:34]=[CH2:35])=[CH:11][C:10]([OH:9])=[CH:33][C:14]=3[N:15]=2)[CH:23]=[CH:22][C:21]=1[OH:24]. The catalyst class is: 6. (7) Reactant: [CH3:1][O:2][C:3]1[CH:63]=[C:62]([O:64][CH3:65])[CH:61]=[C:60]([O:66][CH3:67])[C:4]=1/[CH:5]=[CH:6]/[CH:7]([S:25]([CH:28](/[CH:46]=[CH:47]/[C:48]1[C:53]([O:54][CH3:55])=[CH:52][C:51]([O:56][CH3:57])=[CH:50][C:49]=1[O:58][CH3:59])[C:29]1[CH:34]=[CH:33][C:32]([O:35][CH3:36])=[C:31]([NH:37][C:38](=[O:45])[CH:39]([O:41]C(=O)C)[CH3:40])[CH:30]=1)(=[O:27])=[O:26])[C:8]1[CH:13]=[CH:12][C:11]([O:14][CH3:15])=[C:10]([NH:16][C:17](=[O:24])[CH:18]([O:20]C(=O)C)[CH3:19])[CH:9]=1.C(=O)([O-])[O-].[K+].[K+]. The catalyst class is: 40. Product: [CH3:55][O:54][C:53]1[CH:52]=[C:51]([O:56][CH3:57])[CH:50]=[C:49]([O:58][CH3:59])[C:48]=1/[CH:47]=[CH:46]/[CH:28]([S:25]([CH:7](/[CH:6]=[CH:5]/[C:4]1[C:3]([O:2][CH3:1])=[CH:63][C:62]([O:64][CH3:65])=[CH:61][C:60]=1[O:66][CH3:67])[C:8]1[CH:13]=[CH:12][C:11]([O:14][CH3:15])=[C:10]([NH:16][C:17](=[O:24])[CH:18]([CH3:19])[OH:20])[CH:9]=1)(=[O:26])=[O:27])[C:29]1[CH:34]=[CH:33][C:32]([O:35][CH3:36])=[C:31]([NH:37][C:38](=[O:45])[CH:39]([OH:41])[CH3:40])[CH:30]=1. (8) Reactant: [C:1]1([C:7]2[N:16]3[C:10]([CH2:11][C:12](=[O:21])[NH:13][C:14]4[CH:20]=[CH:19][CH:18]=[CH:17][C:15]=43)=[N:9][N:8]=2)[CH:6]=[CH:5][CH:4]=[CH:3][CH:2]=1.Br[CH2:23][C:24]([O:26][C:27]([CH3:30])([CH3:29])[CH3:28])=[O:25].CCOCC. Product: [C:27]([O:26][C:24](=[O:25])[CH2:23][N:13]1[C:12](=[O:21])[CH2:11][C:10]2[N:16]([C:7]([C:1]3[CH:2]=[CH:3][CH:4]=[CH:5][CH:6]=3)=[N:8][N:9]=2)[C:15]2[CH:17]=[CH:18][CH:19]=[CH:20][C:14]1=2)([CH3:30])([CH3:29])[CH3:28]. The catalyst class is: 25. (9) Product: [CH2:18]([O:17][C:15]([NH:14][C@@H:4]([CH2:5][C:6]1[C:7]([F:13])=[CH:8][CH:9]=[CH:10][C:11]=1[F:12])[C:3]([OH:25])=[O:2])=[O:16])[C:19]1[CH:20]=[CH:21][CH:22]=[CH:23][CH:24]=1. Reactant: C[O:2][C:3](=[O:25])[C@@H:4]([NH:14][C:15]([O:17][CH2:18][C:19]1[CH:24]=[CH:23][CH:22]=[CH:21][CH:20]=1)=[O:16])[CH2:5][C:6]1[C:11]([F:12])=[CH:10][CH:9]=[CH:8][C:7]=1[F:13].[OH-].[Na+]. The catalyst class is: 5. (10) Reactant: [F:1][C:2]1[CH:7]=[CH:6][CH:5]=[C:4]([F:8])[C:3]=1[N:9]1[C:14]2[N:15]=[C:16]([NH:28][CH2:29][CH2:30][N:31]([CH3:33])[CH3:32])[N:17]=[C:18]([C:19]3[CH:20]=[C:21]([CH:25]=[CH:26][CH:27]=3)[C:22](O)=[O:23])[C:13]=2[CH2:12][NH:11][C:10]1=[O:34].[F:35][C:36]1[CH:42]=[CH:41][C:39]([NH2:40])=[CH:38][CH:37]=1.CN(C(ON1N=NC2C=CC=NC1=2)=[N+](C)C)C.F[P-](F)(F)(F)(F)F.C(N(C(C)C)CC)(C)C. Product: [F:8][C:4]1[CH:5]=[CH:6][CH:7]=[C:2]([F:1])[C:3]=1[N:9]1[C:14]2[N:15]=[C:16]([NH:28][CH2:29][CH2:30][N:31]([CH3:33])[CH3:32])[N:17]=[C:18]([C:19]3[CH:20]=[C:21]([CH:25]=[CH:26][CH:27]=3)[C:22]([NH:40][C:39]3[CH:41]=[CH:42][C:36]([F:35])=[CH:37][CH:38]=3)=[O:23])[C:13]=2[CH2:12][NH:11][C:10]1=[O:34]. The catalyst class is: 34.